This data is from Full USPTO retrosynthesis dataset with 1.9M reactions from patents (1976-2016). The task is: Predict the reactants needed to synthesize the given product. (1) Given the product [N:1]1[CH:6]=[CH:5][N:4]=[CH:3][C:2]=1[S:7]([Cl:14])(=[O:10])=[O:8], predict the reactants needed to synthesize it. The reactants are: [N:1]1[CH:6]=[CH:5][N:4]=[CH:3][C:2]=1[S:7]([O-:10])(=O)=[O:8].[Na+].S(Cl)([Cl:14])=O.CN(C=O)C. (2) Given the product [I:15][C:16]1[CH:21]=[CH:20][C:19]([NH:22][N:23]=[C:10]2[CH2:9][CH2:8][C:7](=[O:13])[NH:6][C:5]3[CH:4]=[CH:3][CH:2]=[N:1][C:11]2=3)=[CH:18][CH:17]=1, predict the reactants needed to synthesize it. The reactants are: [N:1]1[C:11]2[C:10](=O)[CH2:9][CH2:8][C:7](=[O:13])[NH:6][C:5]=2[CH:4]=[CH:3][CH:2]=1.Cl.[I:15][C:16]1[CH:21]=[CH:20][C:19]([NH:22][NH2:23])=[CH:18][CH:17]=1.[K+].[Br-].